Dataset: Reaction yield outcomes from USPTO patents with 853,638 reactions. Task: Predict the reaction yield, written as a fraction of the theoretical maximum amount of product (1.0 means a 100% yield; for example, 0.34 means a 34% yield). The reactants are [CH:1]1([C:5]2[C:14]([C:15]3[NH:19][CH:18]=[N:17][N:16]=3)=[CH:13][C:8]([C:9]([O:11]C)=[O:10])=[C:7]([CH3:20])[CH:6]=2)[CH2:4][CH2:3][CH2:2]1.CO.O.[OH-].[Li+].OP(O)(O)=O. The catalyst is O. The product is [CH:1]1([C:5]2[C:14]([C:15]3[NH:19][CH:18]=[N:17][N:16]=3)=[CH:13][C:8]([C:9]([OH:11])=[O:10])=[C:7]([CH3:20])[CH:6]=2)[CH2:2][CH2:3][CH2:4]1. The yield is 0.980.